This data is from Reaction yield outcomes from USPTO patents with 853,638 reactions. The task is: Predict the reaction yield, written as a fraction of the theoretical maximum amount of product (1.0 means a 100% yield; for example, 0.34 means a 34% yield). (1) The reactants are [CH3:1][N:2]1[C@@H:7]2[CH2:8][C:9]([CH2:11][C@H:3]1[CH2:4][CH2:5][CH2:6]2)=O.[NH:12]1[CH2:16][CH2:15][CH2:14][CH2:13]1. The catalyst is C1(C)C=CC=CC=1.Cl[Ti](Cl)(Cl)Cl. The product is [CH3:1][N:2]1[CH:3]2[CH2:4][CH2:5][CH2:6][CH:7]1[CH2:8][C:9]([N:12]1[CH2:16][CH2:15][CH2:14][CH2:13]1)=[CH:11]2. The yield is 1.00. (2) The reactants are [C:1]([CH2:3][C:4]([O-:6])=[O:5])#[N:2].C(=O)([O-])[O-].[Cs+].[Cs+].Br[CH2:14][CH2:15][CH2:16][CH2:17][CH2:18]Br.[C:20](OCC)(=O)[CH3:21]. The catalyst is CN(C=O)C. The product is [CH2:20]([O:5][C:4]([C:3]1([C:1]#[N:2])[CH2:18][CH2:17][CH2:16][CH2:15][CH2:14]1)=[O:6])[CH3:21]. The yield is 0.570. (3) The reactants are C[Al](C)C.[CH3:5][C@H:6]1[N:11]([CH3:12])[C@@H:10]([CH3:13])[CH2:9][N:8]([C:14]2[CH:24]=[CH:23][C:17]([C:18]([O:20]CC)=O)=[CH:16][CH:15]=2)[CH2:7]1.[CH3:25][O:26][C:27]1[CH:28]=[C:29]([CH2:35][CH2:36][C:37]2[CH:38]=[C:39]([NH2:42])[NH:40][N:41]=2)[CH:30]=[C:31]([O:33][CH3:34])[CH:32]=1. The catalyst is C1(C)C=CC=CC=1. The product is [CH3:34][O:33][C:31]1[CH:30]=[C:29]([CH2:35][CH2:36][C:37]2[CH:38]=[C:39]([NH:42][C:18](=[O:20])[C:17]3[CH:16]=[CH:15][C:14]([N:8]4[CH2:9][C@H:10]([CH3:13])[N:11]([CH3:12])[C@H:6]([CH3:5])[CH2:7]4)=[CH:24][CH:23]=3)[NH:40][N:41]=2)[CH:28]=[C:27]([O:26][CH3:25])[CH:32]=1. The yield is 0.337.